Predict which catalyst facilitates the given reaction. From a dataset of Catalyst prediction with 721,799 reactions and 888 catalyst types from USPTO. (1) Reactant: [C:1]([C:3]1[CH:8]=[CH:7][C:6]([C:9]2[N:10]=[C:11]([C@@H:14]([NH:22][C:23](=[O:30])[C:24]3[CH:29]=[CH:28][CH:27]=[CH:26][CH:25]=3)[CH2:15][C:16]3[CH:21]=[CH:20][CH:19]=[CH:18][CH:17]=3)[NH:12][CH:13]=2)=[CH:5][CH:4]=1)#[N:2].C(=O)([O-])[O-].[K+].[K+].[CH2:37](I)[CH3:38]. Product: [C:1]([C:3]1[CH:8]=[CH:7][C:6]([C:9]2[N:10]=[C:11]([C@@H:14]([NH:22][C:23](=[O:30])[C:24]3[CH:25]=[CH:26][CH:27]=[CH:28][CH:29]=3)[CH2:15][C:16]3[CH:21]=[CH:20][CH:19]=[CH:18][CH:17]=3)[N:12]([CH2:37][CH3:38])[CH:13]=2)=[CH:5][CH:4]=1)#[N:2]. The catalyst class is: 18. (2) Reactant: [CH3:1][C:2]12[C:8]([CH3:10])([CH3:9])[C:5]([C:11]([O:13][CH2:14][C@H:15]3[C@@H:17]([CH2:18][O:19][CH3:20])[C@@:16]3([CH3:35])[C:21]3[CH:30]=[CH:29][C:28]4[C:27]([CH3:32])([CH3:31])[CH2:26][CH2:25][C:24]([CH3:34])([CH3:33])[C:23]=4[CH:22]=3)=[O:12])([CH2:6][CH2:7]1)[O:4][C:3]2=[O:36].[CH3:37][C:38]12[C:44]([CH3:46])([CH3:45])[C:41]([C:47]([O:49][CH2:50][C@@H:51]3[C@H:53]([CH2:54][O:55][CH3:56])[C@:52]3([CH3:71])[C:57]3[CH:66]=[CH:65][C:64]4[C:63]([CH3:68])([CH3:67])[CH2:62][CH2:61][C:60]([CH3:70])([CH3:69])[C:59]=4[CH:58]=3)=[O:48])([CH2:42][CH2:43]1)[O:40][C:39]2=[O:72].[CH3:73]COC(C)=O. Product: [CH3:1][C:2]12[C:8]([CH3:9])([CH3:10])[C:5]([C:11]([O:13][CH2:14][C@H:15]3[C@H:17]([CH2:18][O:19][CH2:20][CH3:37])[C@@:16]3([CH3:35])[C:21]3[CH:30]=[CH:29][C:28]4[C:27]([CH3:32])([CH3:31])[CH2:26][CH2:25][C:24]([CH3:34])([CH3:33])[C:23]=4[CH:22]=3)=[O:12])([CH2:6][CH2:7]1)[O:4][C:3]2=[O:36].[CH3:37][C:38]12[C:44]([CH3:45])([CH3:46])[C:41]([C:47]([O:49][CH2:50][C@@H:51]3[C@@H:53]([CH2:54][O:55][CH2:56][CH3:73])[C@:52]3([CH3:71])[C:57]3[CH:66]=[CH:65][C:64]4[C:63]([CH3:68])([CH3:67])[CH2:62][CH2:61][C:60]([CH3:70])([CH3:69])[C:59]=4[CH:58]=3)=[O:48])([CH2:42][CH2:43]1)[O:40][C:39]2=[O:72]. The catalyst class is: 81. (3) Reactant: [NH2:1][C:2]1[CH:7]=[CH:6][C:5]([C:8]2[O:12][C:11]([C:13]([N:15]3[CH2:21][CH:20]4[N:22]([CH3:23])[CH:17]([CH2:18][CH2:19]4)[CH2:16]3)=[O:14])=[CH:10][CH:9]=2)=[CH:4][CH:3]=1.[C:24]([O:27][C:28](=[O:30])[CH3:29])(=[O:26])[CH3:25].[OH-:31].[Na+]. Product: [C:28]([OH:27])(=[O:30])/[CH:29]=[CH:11]/[C:13]([OH:14])=[O:31].[CH3:23][N:22]1[CH:20]2[CH2:19][CH2:18][CH:17]1[CH2:16][N:15]([C:13]([C:11]1[O:12][C:8]([C:5]3[CH:6]=[CH:7][C:2]([NH:1][C:24](=[O:26])[CH3:25])=[CH:3][CH:4]=3)=[CH:9][CH:10]=1)=[O:14])[CH2:21]2. The catalyst class is: 4. (4) Reactant: [H-].C([Al+]CC(C)C)C(C)C.C[O:12][C:13]([C:15]1[C:16]([C:21]2[CH:26]=[CH:25][C:24]([CH2:27][Br:28])=[CH:23][CH:22]=2)=[CH:17][CH:18]=[CH:19][CH:20]=1)=O.Cl. Product: [Br:28][CH2:27][C:24]1[CH:23]=[CH:22][C:21]([C:16]2[CH:17]=[CH:18][CH:19]=[CH:20][C:15]=2[CH2:13][OH:12])=[CH:26][CH:25]=1. The catalyst class is: 11. (5) Reactant: C([O:3][C:4]([C:6]1[C:15]2[CH2:14][CH2:13][CH:12]([C:16]3[CH:21]=[CH:20][CH:19]=[CH:18][CH:17]=3)[CH2:11][C:10]=2[C:9]2=[N:22][C:23]([CH3:26])=[C:24]([CH3:25])[N:8]2[CH:7]=1)=O)C.[H-].[Al+3].[Li+].[H-].[H-].[H-]. Product: [CH3:26][C:23]1[N:22]=[C:9]2[C:10]3[CH2:11][CH:12]([C:16]4[CH:21]=[CH:20][CH:19]=[CH:18][CH:17]=4)[CH2:13][CH2:14][C:15]=3[C:6]([CH2:4][OH:3])=[CH:7][N:8]2[C:24]=1[CH3:25]. The catalyst class is: 1. (6) Reactant: C1(S([N:10]2[C:14]3[N:15]=[CH:16][N:17]=[C:18]([N:19]4[CH2:24][CH2:23][N:22]([C:25]([O:27][C:28]([CH3:31])([CH3:30])[CH3:29])=[O:26])[C@H:21]([CH3:32])[CH2:20]4)[C:13]=3[CH:12]=[C:11]2[C:33]2[CH:38]=[CH:37][C:36]([F:39])=[CH:35][CH:34]=2)(=O)=O)C=CC=CC=1.CO.[OH-].[K+]. Product: [F:39][C:36]1[CH:35]=[CH:34][C:33]([C:11]2[NH:10][C:14]3[N:15]=[CH:16][N:17]=[C:18]([N:19]4[CH2:24][CH2:23][N:22]([C:25]([O:27][C:28]([CH3:30])([CH3:29])[CH3:31])=[O:26])[C@H:21]([CH3:32])[CH2:20]4)[C:13]=3[CH:12]=2)=[CH:38][CH:37]=1. The catalyst class is: 6. (7) Reactant: [CH3:1][O:2][C:3](=[O:19])[CH2:4][N:5]([CH2:11][C:12]1[CH:17]=[CH:16][C:15]([Cl:18])=[CH:14][CH:13]=1)[CH:6]1[CH2:10][CH2:9][NH:8][CH2:7]1.N1C(C)=CC=CC=1C.[I-].[K+].Br[CH2:31][CH2:32][CH:33]=[C:34]1[C:40]2[CH:41]=[CH:42][CH:43]=[N:44][C:39]=2[CH2:38][O:37][C:36]2[CH:45]=[CH:46][C:47]([C:49]([OH:52])([CH3:51])[CH3:50])=[CH:48][C:35]1=2. Product: [CH3:1][O:2][C:3](=[O:19])[CH2:4][N:5]([CH2:11][C:12]1[CH:13]=[CH:14][C:15]([Cl:18])=[CH:16][CH:17]=1)[CH:6]1[CH2:10][CH2:9][N:8]([CH2:31][CH2:32][CH:33]=[C:34]2[C:40]3[CH:41]=[CH:42][CH:43]=[N:44][C:39]=3[CH2:38][O:37][C:36]3[CH:45]=[CH:46][C:47]([C:49]([OH:52])([CH3:51])[CH3:50])=[CH:48][C:35]2=3)[CH2:7]1. The catalyst class is: 32. (8) Reactant: [Na].[Br:2][C:3]1[CH:11]=[CH:10][C:9]2[NH:8][C:7]3[CH:12]4[CH2:18][CH2:17][N:15]([CH2:16][C:6]=3[C:5]=2[CH:4]=1)[CH2:14][CH2:13]4.[Cl:19][C:20]1[CH:27]=[CH:26][C:23]([CH:24]=[CH2:25])=[CH:22][CH:21]=1.C1(C=CC(O)=CC=1)O. The catalyst class is: 16. Product: [Br:2][C:3]1[CH:11]=[CH:10][C:9]2[N:8]([CH2:25][CH2:24][C:23]3[CH:26]=[CH:27][C:20]([Cl:19])=[CH:21][CH:22]=3)[C:7]3[CH:12]4[CH2:13][CH2:14][N:15]([CH2:16][C:6]=3[C:5]=2[CH:4]=1)[CH2:17][CH2:18]4.